Dataset: Catalyst prediction with 721,799 reactions and 888 catalyst types from USPTO. Task: Predict which catalyst facilitates the given reaction. (1) Reactant: [OH:1][C@@H:2]1[C@H:6]([OH:7])[O:5][C@H:4]([CH2:8][CH2:9][C:10]2[CH:15]=[CH:14][C:13]([C:16]3[CH:17]=[N:18][CH:19]=[N:20][CH:21]=3)=[CH:12][CH:11]=2)[C@@H:3]1[CH2:22][CH2:23][N:24]1[C:29](=[O:30])[C:28]2[CH:31]=[CH:32][CH:33]=[CH:34][C:27]=2[N:26]=[N:25]1.[O:35]1CCCC1.I([O-])(=O)(=O)=O.[Na+].[Mn]([O-])(=O)(=O)=O.[K+]. Product: [CH:6]([O:5][C@H:4]([CH2:8][CH2:9][C:10]1[CH:11]=[CH:12][C:13]([C:16]2[CH:21]=[N:20][CH:19]=[N:18][CH:17]=2)=[CH:14][CH:15]=1)[C@H:3]([CH2:22][CH2:23][N:24]1[C:29](=[O:30])[C:28]2[CH:31]=[CH:32][CH:33]=[CH:34][C:27]=2[N:26]=[N:25]1)[C:2]([OH:1])=[O:35])=[O:7]. The catalyst class is: 107. (2) Reactant: CS[C:3]([NH:7][C:8]1[CH:13]=[CH:12][N:11]=[CH:10][CH:9]=1)=[CH:4][C:5]#[N:6].[NH2:14][CH2:15][C:16]1[CH:24]=[CH:23][C:19]([C:20]([OH:22])=O)=[CH:18][CH:17]=1.[N:25]1[CH:30]=[CH:29][CH:28]=[CH:27][CH:26]=1.C[CH2:32][N:33](CC)CC. Product: [NH2:25][C:30]1[CH:29]=[CH:28][CH:27]=[CH:26][C:32]=1[NH:33][C:20](=[O:22])[C:19]1[CH:18]=[CH:17][C:16]([CH2:15][NH:14][C:3]([NH:7][C:8]2[CH:13]=[CH:12][N:11]=[CH:10][CH:9]=2)=[CH:4][C:5]#[N:6])=[CH:24][CH:23]=1. The catalyst class is: 142. (3) Reactant: C([O:3][C:4](=[O:29])[CH2:5][CH2:6][C:7]1[N:8]([C:19]2[CH:24]=[CH:23][C:22]([C:25](=[O:27])[NH2:26])=[CH:21][C:20]=2[CH3:28])[C:9]([C:12]2[CH:17]=[CH:16][C:15]([NH2:18])=[CH:14][CH:13]=2)=[CH:10][CH:11]=1)C.[OH-].[Na+]. Product: [NH2:18][C:15]1[CH:14]=[CH:13][C:12]([C:9]2[N:8]([C:19]3[CH:24]=[CH:23][C:22]([C:25](=[O:27])[NH2:26])=[CH:21][C:20]=3[CH3:28])[C:7]([CH2:6][CH2:5][C:4]([OH:29])=[O:3])=[CH:11][CH:10]=2)=[CH:17][CH:16]=1. The catalyst class is: 5. (4) Reactant: Cl.C(N=C=NCCCN(C)C)C.[C:13]([O:17][C:18]([N:20]1[CH2:24][CH2:23][CH2:22][C@H:21]1[C:25]([OH:27])=O)=[O:19])([CH3:16])([CH3:15])[CH3:14].[CH3:28][O:29][C:30]1[CH:38]=[CH:37][C:33]([CH2:34][CH2:35][NH2:36])=[CH:32][CH:31]=1.C(N(C(C)C)CC)(C)C.ON1C2C=CC=CC=2N=N1. Product: [C:13]([O:17][C:18]([N:20]1[CH2:24][CH2:23][CH2:22][C@H:21]1[C:25](=[O:27])[NH:36][CH2:35][CH2:34][C:33]1[CH:37]=[CH:38][C:30]([O:29][CH3:28])=[CH:31][CH:32]=1)=[O:19])([CH3:14])([CH3:15])[CH3:16]. The catalyst class is: 2. (5) Reactant: [CH3:1][C:2]1[N:7]=[C:6]([C:8]([N:10]2[C@H:16]([CH2:17][NH:18][C:19]3[N:24]=[CH:23][C:22]([C:25]([F:28])([F:27])[F:26])=[CH:21][N:20]=3)[CH2:15][C@@H:14]3[C@@H:12]([CH2:13]3)[CH2:11]2)=[O:9])[C:5]([C:29]2[O:30][C:31]([CH3:34])=[CH:32][N:33]=2)=[CH:4][CH:3]=1.[ClH:35]. Product: [ClH:35].[CH3:1][C:2]1[N:7]=[C:6]([C:8]([N:10]2[C@H:16]([CH2:17][NH:18][C:19]3[N:24]=[CH:23][C:22]([C:25]([F:26])([F:28])[F:27])=[CH:21][N:20]=3)[CH2:15][C@@H:14]3[C@@H:12]([CH2:13]3)[CH2:11]2)=[O:9])[C:5]([C:29]2[O:30][C:31]([CH3:34])=[CH:32][N:33]=2)=[CH:4][CH:3]=1. The catalyst class is: 2. (6) Reactant: [OH:1][C:2]1[CH:3]=[CH:4][CH:5]=[C:6]2[C:11]=1[N:10]=[C:9]([CH:12]=O)[CH:8]=[CH:7]2.[OH-].[Na+].[CH2:16]([O:18][P:19]([CH2:24]P(OCC)(OCC)=O)(=[O:23])[O:20][CH2:21][CH3:22])[CH3:17]. Product: [CH2:16]([O:18][P:19](/[CH:24]=[CH:12]/[C:9]1[CH:8]=[CH:7][C:6]2[C:11](=[C:2]([OH:1])[CH:3]=[CH:4][CH:5]=2)[N:10]=1)(=[O:23])[O:20][CH2:21][CH3:22])[CH3:17]. The catalyst class is: 2.